Dataset: Reaction yield outcomes from USPTO patents with 853,638 reactions. Task: Predict the reaction yield, written as a fraction of the theoretical maximum amount of product (1.0 means a 100% yield; for example, 0.34 means a 34% yield). (1) The reactants are [CH2:1]([O:8][C:9]1[CH:14]=[C:13]([O:15][CH2:16][C:17]2[CH:22]=[CH:21][CH:20]=[CH:19][CH:18]=2)[C:12]([CH:23]([CH3:25])[CH3:24])=[CH:11][C:10]=1[C:26]1[O:30][N:29]=[C:28]([C:31]([NH:33][CH2:34][CH3:35])=[O:32])[C:27]=1[C:36]1[CH:40]=[CH:39][NH:38][N:37]=1)[C:2]1[CH:7]=[CH:6][CH:5]=[CH:4][CH:3]=1.I[CH2:42][CH3:43]. No catalyst specified. The product is [CH2:1]([O:8][C:9]1[CH:14]=[C:13]([O:15][CH2:16][C:17]2[CH:18]=[CH:19][CH:20]=[CH:21][CH:22]=2)[C:12]([CH:23]([CH3:25])[CH3:24])=[CH:11][C:10]=1[C:26]1[O:30][N:29]=[C:28]([C:31]([NH:33][CH2:34][CH3:35])=[O:32])[C:27]=1[C:36]1[CH:40]=[CH:39][N:38]([CH2:42][CH3:43])[N:37]=1)[C:2]1[CH:7]=[CH:6][CH:5]=[CH:4][CH:3]=1. The yield is 0.870. (2) The reactants are Br[C:2]1[CH:6]=[C:5]([Si](C)(C)C)[S:4][C:3]=1[C:11]1[S:12][C:13]([Si](C)(C)C)=[CH:14][C:15]=1Br.C([Li])CCC.[CH3:26][CH:27]([CH2:43][CH2:44][CH2:45][CH:46]([CH3:48])[CH3:47])[CH2:28][CH2:29][Si:30]([CH2:33][CH2:34][CH:35]([CH3:42])[CH2:36][CH2:37][CH2:38][CH:39]([CH3:41])[CH3:40])(Cl)Cl.O. The catalyst is O1CCCC1.CCCCCC. The product is [CH3:26][CH:27]([CH2:43][CH2:44][CH2:45][CH:46]([CH3:48])[CH3:47])[CH2:28][CH2:29][Si:30]1([CH2:33][CH2:34][CH:35]([CH3:42])[CH2:36][CH2:37][CH2:38][CH:39]([CH3:40])[CH3:41])[C:2]2[CH:6]=[CH:5][S:4][C:3]=2[C:11]2[S:12][CH:13]=[CH:14][C:15]1=2. The yield is 0.560.